Dataset: Full USPTO retrosynthesis dataset with 1.9M reactions from patents (1976-2016). Task: Predict the reactants needed to synthesize the given product. (1) Given the product [CH3:18][C:19]1[CH:20]=[C:21]([CH:23]=[C:24]([CH3:26])[CH:25]=1)[NH:22][C:2]1[CH:7]=[C:6]([C:8]([F:11])([F:10])[F:9])[N:5]=[C:4]([C:12]2[CH:13]=[N:14][CH:15]=[CH:16][CH:17]=2)[N:3]=1, predict the reactants needed to synthesize it. The reactants are: Cl[C:2]1[CH:7]=[C:6]([C:8]([F:11])([F:10])[F:9])[N:5]=[C:4]([C:12]2[CH:13]=[N:14][CH:15]=[CH:16][CH:17]=2)[N:3]=1.[CH3:18][C:19]1[CH:20]=[C:21]([CH:23]=[C:24]([CH3:26])[CH:25]=1)[NH2:22]. (2) Given the product [Cl:12][C:8]1[CH:7]=[C:6]2[C:11]([C:2]([NH:13][CH2:14][CH2:15][NH2:16])=[CH:3][CH:4]=[N:5]2)=[CH:10][CH:9]=1, predict the reactants needed to synthesize it. The reactants are: Cl[C:2]1[C:11]2[C:6](=[CH:7][C:8]([Cl:12])=[CH:9][CH:10]=2)[N:5]=[CH:4][CH:3]=1.[NH2:13][CH2:14][CH2:15][NH2:16]. (3) Given the product [C:11]1([N:10]2[C:5]3[C:4](=[CH:9][CH:8]=[CH:7][CH:6]=3)[CH:3]=[C:2]2[C:18]2[CH:23]=[CH:22][CH:21]=[CH:20][CH:19]=2)[CH:16]=[CH:15][CH:14]=[CH:13][CH:12]=1, predict the reactants needed to synthesize it. The reactants are: Br[C:2](Br)=[CH:3][C:4]1[CH:9]=[CH:8][CH:7]=[CH:6][C:5]=1[NH:10][C:11]1[CH:16]=[CH:15][CH:14]=[CH:13][CH:12]=1.[C:18]1(B(O)O)[CH:23]=[CH:22][CH:21]=[CH:20][CH:19]=1.[O-]P([O-])([O-])=O.[K+].[K+].[K+].O. (4) Given the product [C:12](#[N:13])[C:6]1[C:7](=[CH:10][CH:11]=[CH:4][CH:5]=1)[C:8]#[N:9], predict the reactants needed to synthesize it. The reactants are: [N+]([C:4]1[CH:5]=[C:6]([C:12]#[N:13])[C:7](=[CH:10][CH:11]=1)[C:8]#[N:9])([O-])=O.[Na].[Li]. (5) Given the product [Cl:12][C:10]1[CH:11]=[C:2]([NH:1][S:24]([CH2:21][CH2:22][CH3:23])(=[O:26])=[O:25])[C:3]([F:13])=[C:4]([CH:9]=1)[C:5]([OH:7])=[O:6], predict the reactants needed to synthesize it. The reactants are: [NH2:1][C:2]1[C:3]([F:13])=[C:4]([CH:9]=[C:10]([Cl:12])[CH:11]=1)[C:5]([O:7]C)=[O:6].C(N(CC)CC)C.[CH2:21]([S:24](Cl)(=[O:26])=[O:25])[CH2:22][CH3:23].[OH-].[Na+].